This data is from Catalyst prediction with 721,799 reactions and 888 catalyst types from USPTO. The task is: Predict which catalyst facilitates the given reaction. (1) Reactant: [NH2:1][C:2]1[CH:7]=[N:6][CH:5]=[CH:4][N:3]=1.CO[CH:10](OC)[CH2:11]Br.Br. Product: [N:1]1[CH:10]=[CH:11][N:3]2[CH:4]=[CH:5][N:6]=[CH:7][C:2]=12. The catalyst class is: 8. (2) Reactant: [F:1][C:2]1[CH:13]=[CH:12][CH:11]=[C:10]([F:14])[C:3]=1[CH2:4][C@@H:5]([C:7]([OH:9])=[O:8])[NH2:6].[OH-].[Na+].[CH3:17][C:18]([O:21][C:22](O[C:22]([O:21][C:18]([CH3:20])([CH3:19])[CH3:17])=[O:23])=[O:23])([CH3:20])[CH3:19].Cl. Product: [CH3:17][C:18]([O:21][C:22]([NH:6][C@H:5]([C:7]([OH:9])=[O:8])[CH2:4][C:3]1[C:2]([F:1])=[CH:13][CH:12]=[CH:11][C:10]=1[F:14])=[O:23])([CH3:20])[CH3:19]. The catalyst class is: 127. (3) Reactant: C([O:3][C:4](=[O:39])[C:5]([O:31][C:32]1[CH:37]=[CH:36][CH:35]=[CH:34][C:33]=1[F:38])([CH3:30])[CH2:6][C:7]1[CH:12]=[CH:11][C:10]([O:13][CH2:14][CH2:15][CH:16]2[CH2:20][N:19]([CH2:21][C:22]3[CH:27]=[CH:26][CH:25]=[CH:24][CH:23]=3)[C:18](=[O:28])[N:17]2[CH3:29])=[CH:9][CH:8]=1)C.[OH-].[Na+]. Product: [CH2:21]([N:19]1[CH2:20][CH:16]([CH2:15][CH2:14][O:13][C:10]2[CH:11]=[CH:12][C:7]([CH2:6][C:5]([O:31][C:32]3[CH:37]=[CH:36][CH:35]=[CH:34][C:33]=3[F:38])([CH3:30])[C:4]([OH:39])=[O:3])=[CH:8][CH:9]=2)[N:17]([CH3:29])[C:18]1=[O:28])[C:22]1[CH:27]=[CH:26][CH:25]=[CH:24][CH:23]=1. The catalyst class is: 8. (4) Reactant: I[C:2]1[CH:15]=[CH:14][C:5]([NH:6][C:7](=[O:13])[O:8][C:9]([CH3:12])([CH3:11])[CH3:10])=[C:4]([CH3:16])[CH:3]=1.C([Li])CCC.[Cl:22][C:23]1[CH:28]=[CH:27][C:26]([CH:29]=[CH:30][C:31](=[O:36])[C:32]([F:35])([F:34])[F:33])=[CH:25][CH:24]=1.[Cl-].[NH4+]. Product: [Cl:22][C:23]1[CH:28]=[CH:27][C:26]([CH:29]=[CH:30][C:31]([C:2]2[CH:15]=[CH:14][C:5]([NH:6][C:7](=[O:13])[O:8][C:9]([CH3:12])([CH3:11])[CH3:10])=[C:4]([CH3:16])[CH:3]=2)([OH:36])[C:32]([F:34])([F:35])[F:33])=[CH:25][CH:24]=1. The catalyst class is: 282. (5) Reactant: Cl[C:2](=[O:8])[C:3]([O:5]CC)=O.[Cl:9][C:10]1[CH:11]=[CH:12][C:13]([CH3:22])=[C:14]([NH:16][C:17]([NH:19][CH2:20][CH3:21])=[S:18])[CH:15]=1. Product: [Cl:9][C:10]1[CH:11]=[CH:12][C:13]([CH3:22])=[C:14]([N:16]2[C:2](=[O:8])[C:3](=[O:5])[N:19]([CH2:20][CH3:21])[C:17]2=[S:18])[CH:15]=1. The catalyst class is: 22. (6) Reactant: [CH2:1]([O:3][C:4]([CH:6]=[C:7]1[CH2:16][CH2:15][C:10]2([O:14][CH2:13][CH2:12][O:11]2)[CH2:9][CH2:8]1)=[O:5])[CH3:2].[BH4-].[Na+].O. Product: [CH2:1]([O:3][C:4]([CH2:6][CH:7]1[CH2:16][CH2:15][C:10]2([O:11][CH2:12][CH2:13][O:14]2)[CH2:9][CH2:8]1)=[O:5])[CH3:2]. The catalyst class is: 652. (7) Reactant: [Cl:1][C:2]1[CH:7]=[CH:6][C:5]([NH:8][C:9](=[C:12]([C:15]#[N:16])[C:13]#[N:14])SC)=[CH:4][CH:3]=1.O.[NH2:18][NH2:19]. Product: [NH2:14][C:13]1[NH:19][N:18]=[C:9]([NH:8][C:5]2[CH:6]=[CH:7][C:2]([Cl:1])=[CH:3][CH:4]=2)[C:12]=1[C:15]#[N:16]. The catalyst class is: 14.